This data is from Full USPTO retrosynthesis dataset with 1.9M reactions from patents (1976-2016). The task is: Predict the reactants needed to synthesize the given product. (1) The reactants are: [CH2:1]([C:5]1[C:9]([CH2:10][OH:11])=[C:8]([CH3:12])[O:7][N:6]=1)[CH2:2][CH2:3][CH3:4].[CH3:13][O:14][C:15]([C:17]1[O:21][NH:20][C:19](=O)[CH:18]=1)=[O:16].C1(P(C2C=CC=CC=2)C2C=CC=CC=2)C=CC=CC=1.N(C(OCC)=O)=NC(OCC)=O. Given the product [CH3:13][O:14][C:15]([C:17]1[O:21][N:20]=[C:19]([O:11][CH2:10][C:9]2[C:5]([CH2:1][CH2:2][CH2:3][CH3:4])=[N:6][O:7][C:8]=2[CH3:12])[CH:18]=1)=[O:16], predict the reactants needed to synthesize it. (2) Given the product [Br:3][C:4]1[C:12]2[C:7](=[CH:8][CH:9]=[C:10]([O:13][CH2:14][CH2:15][OH:16])[CH:11]=2)[NH:6][C:5]=1[C:24]([OH:26])=[O:25], predict the reactants needed to synthesize it. The reactants are: [Li+].[OH-].[Br:3][C:4]1[C:12]2[C:7](=[CH:8][CH:9]=[C:10]([O:13][CH2:14][CH2:15][O:16][Si](C(C)(C)C)(C)C)[CH:11]=2)[NH:6][C:5]=1[C:24]([O:26]CC)=[O:25].